Dataset: Reaction yield outcomes from USPTO patents with 853,638 reactions. Task: Predict the reaction yield, written as a fraction of the theoretical maximum amount of product (1.0 means a 100% yield; for example, 0.34 means a 34% yield). (1) The reactants are [Br:1][C:2]1[CH:7]=[CH:6][C:5]([C:8]([CH:11]2[CH2:13][CH2:12]2)(O)[CH3:9])=[CH:4][CH:3]=1.[SiH](CC)(CC)CC.C(O)(C(F)(F)F)=O. The catalyst is C(Cl)Cl. The product is [Br:1][C:2]1[CH:7]=[CH:6][C:5]([CH:8]([CH:11]2[CH2:13][CH2:12]2)[CH3:9])=[CH:4][CH:3]=1. The yield is 0.940. (2) The reactants are C(O[C:4]([C:6]1[CH:7]=[C:8]([CH2:19][CH2:20][O:21][CH3:22])[N:9]2[C:14]=1[C:13]([C:15]([F:18])([F:17])[F:16])=[CH:12][CH:11]=[CH:10]2)=[O:5])C.Cl.[NH2:24][CH2:25][C:26]1([OH:34])[CH2:31][CH2:30][CH2:29][C:28]([F:33])([F:32])[CH2:27]1. The catalyst is C1COCC1.ClCCl. The product is [F:32][C:28]1([F:33])[CH2:29][CH2:30][CH2:31][C:26]([CH2:25][NH:24][C:4]([C:6]2[CH:7]=[C:8]([CH2:19][CH2:20][O:21][CH3:22])[N:9]3[C:14]=2[C:13]([C:15]([F:17])([F:18])[F:16])=[CH:12][CH:11]=[CH:10]3)=[O:5])([OH:34])[CH2:27]1. The yield is 0.0900.